From a dataset of Catalyst prediction with 721,799 reactions and 888 catalyst types from USPTO. Predict which catalyst facilitates the given reaction. Reactant: [CH:1]1([C:4]2[NH:5][C:6]3[CH:7]=[CH:8][CH:9]=[CH:10][C:11]=3[C:12]3[C:13]=2[C:14](=[O:26])[N:15]([C:17]2[CH:25]=[CH:24][C:20]([C:21](Cl)=[O:22])=[CH:19][CH:18]=2)[N:16]=3)[CH2:3][CH2:2]1.[CH3:27][N:28]([CH3:33])[CH2:29][CH2:30][CH2:31][NH2:32]. Product: [CH3:27][N:28]([CH3:33])[CH2:29][CH2:30][CH2:31][NH:32][C:21](=[O:22])[C:20]1[CH:19]=[CH:18][C:17]([N:15]2[C:14](=[O:26])[C:13]3=[C:4]([CH:1]4[CH2:3][CH2:2]4)[NH:5][C:6]4[CH:7]=[CH:8][CH:9]=[CH:10][C:11]=4[C:12]3=[N:16]2)=[CH:25][CH:24]=1. The catalyst class is: 7.